Dataset: Catalyst prediction with 721,799 reactions and 888 catalyst types from USPTO. Task: Predict which catalyst facilitates the given reaction. (1) Reactant: [N:1]1([C:6]([NH:8][CH:9]2[C:17]3[C:12](=[CH:13][C:14]([C:18]([NH:20][C:21]4[CH:26]=[CH:25][CH:24]=[CH:23][C:22]=4[NH:27][C:28](=[O:34])[O:29][C:30]([CH3:33])([CH3:32])[CH3:31])=[O:19])=[CH:15][CH:16]=3)[CH2:11][CH2:10]2)=[O:7])[CH:5]=CN=C1.CCN(CC)CC.NC[C:44]1[CH:49]=[CH:48][N:47]=[CH:46][CH:45]=1. Product: [N:47]1[CH:48]=[CH:49][C:44]([CH2:5][NH:1][C:6]([NH:8][CH:9]2[C:17]3[C:12](=[CH:13][C:14]([C:18]([NH:20][C:21]4[CH:26]=[CH:25][CH:24]=[CH:23][C:22]=4[NH:27][C:28](=[O:34])[O:29][C:30]([CH3:31])([CH3:32])[CH3:33])=[O:19])=[CH:15][CH:16]=3)[CH2:11][CH2:10]2)=[O:7])=[CH:45][CH:46]=1. The catalyst class is: 2. (2) Reactant: C([O:8][C:9]1[CH:29]=[CH:28][C:12]([O:13][CH2:14][CH2:15][C:16]2[N:17]=[C:18]([C:22]3[CH:27]=[CH:26][CH:25]=[CH:24][CH:23]=3)[O:19][C:20]=2[CH3:21])=[C:11]([CH:30]=[CH2:31])[CH:10]=1)C1C=CC=CC=1.[H][H]. Product: [CH2:30]([C:11]1[CH:10]=[C:9]([OH:8])[CH:29]=[CH:28][C:12]=1[O:13][CH2:14][CH2:15][C:16]1[N:17]=[C:18]([C:22]2[CH:23]=[CH:24][CH:25]=[CH:26][CH:27]=2)[O:19][C:20]=1[CH3:21])[CH3:31]. The catalyst class is: 29. (3) The catalyst class is: 1. Product: [OH:36][C@:21]1([C:22]2[CH:23]=[CH:24][C:25]([CH2:28][O:29][CH2:30][C@@H:31]([CH3:35])[CH2:32][O:33][CH3:34])=[CH:26][CH:27]=2)[CH2:20][CH2:19][N:18]([C:37]([O:39][C:40]([CH3:43])([CH3:42])[CH3:41])=[O:38])[CH2:17][C@@H:16]1[C:13]1[CH:14]=[CH:15][C:10]([C:5]2[CH:6]=[CH:7][CH:8]=[CH:9][C:4]=2[CH2:3][CH2:2][NH:1][C:52]([O:53][CH3:54])=[O:55])=[CH:11][C:12]=1[CH3:44]. Reactant: [NH2:1][CH2:2][CH2:3][C:4]1[CH:9]=[CH:8][CH:7]=[CH:6][C:5]=1[C:10]1[CH:15]=[CH:14][C:13]([C@@H:16]2[C@@:21]([OH:36])([C:22]3[CH:27]=[CH:26][C:25]([CH2:28][O:29][CH2:30][C@@H:31]([CH3:35])[CH2:32][O:33][CH3:34])=[CH:24][CH:23]=3)[CH2:20][CH2:19][N:18]([C:37]([O:39][C:40]([CH3:43])([CH3:42])[CH3:41])=[O:38])[CH2:17]2)=[C:12]([CH3:44])[CH:11]=1.CCN(CC)CC.[C:52](Cl)(=[O:55])[O:53][CH3:54]. (4) Reactant: C(OC([N:8]1[CH2:12][CH2:11][CH2:10][C@H:9]1[C:13]1[CH:18]=[CH:17][C:16](/[CH:19]=[CH:20]/[C:21]([O:23][CH3:24])=[O:22])=[CH:15][CH:14]=1)=O)(C)(C)C.[ClH:25].C(OCC)C. Product: [ClH:25].[CH3:24][O:23][C:21](=[O:22])/[CH:20]=[CH:19]/[C:16]1[CH:17]=[CH:18][C:13]([C@@H:9]2[CH2:10][CH2:11][CH2:12][NH:8]2)=[CH:14][CH:15]=1. The catalyst class is: 12. (5) Reactant: B(Cl)(Cl)Cl.C([O:12][N:13]1[C:19](=[O:20])[N:18]2[CH2:21][C@H:14]1[CH2:15][CH2:16][C@H:17]2[C:22]1[N:26]=[CH:25][O:24][N:23]=1)C1C=CC=CC=1. Product: [OH:12][N:13]1[C:19](=[O:20])[N:18]2[CH2:21][C@H:14]1[CH2:15][CH2:16][C@H:17]2[C:22]1[N:26]=[CH:25][O:24][N:23]=1. The catalyst class is: 2. (6) Reactant: [N:1]1([CH2:7][CH2:8][O:9][C:10]2[CH:39]=[CH:38][C:13]([O:14][C:15]3[C:16]4[CH:36]=[CH:35][C:34]([OH:37])=[CH:33][C:17]=4[S:18][C:19]=3[C:20]3[CH:25]=[CH:24][C:23]([S:26]([C:29]([F:32])([F:31])[F:30])(=[O:28])=[O:27])=[CH:22][CH:21]=3)=[CH:12][CH:11]=2)[CH2:6][CH2:5][CH2:4][CH2:3][CH2:2]1.[C:40]([O:43]CC)(=[O:42])C. Product: [F:32][C:29]([F:30])([F:31])[C:40]([OH:43])=[O:42].[N:1]1([CH2:7][CH2:8][O:9][C:10]2[CH:11]=[CH:12][C:13]([O:14][C:15]3[C:16]4[CH:36]=[CH:35][C:34]([OH:37])=[CH:33][C:17]=4[S:18][C:19]=3[C:20]3[CH:21]=[CH:22][C:23]([S:26]([C:29]([F:30])([F:31])[F:32])(=[O:27])=[O:28])=[CH:24][CH:25]=3)=[CH:38][CH:39]=2)[CH2:6][CH2:5][CH2:4][CH2:3][CH2:2]1. The catalyst class is: 27.